Dataset: Catalyst prediction with 721,799 reactions and 888 catalyst types from USPTO. Task: Predict which catalyst facilitates the given reaction. (1) Reactant: [CH3:1][C:2]([S@:5](/[N:7]=[CH:8]/[C:9]12[CH2:16][CH2:15][CH:12]([CH2:13][CH2:14]1)[C:11](=[O:17])[N:10]2[CH3:18])=[O:6])([CH3:4])[CH3:3].C[Al](C)C.[C:23]1([Li])[CH:28]=[CH:27][CH:26]=[CH:25][CH:24]=1. Product: [CH3:4][C:2]([S@:5]([NH:7][C@@H:8]([C:9]12[CH2:14][CH2:13][CH:12]([CH2:15][CH2:16]1)[C:11](=[O:17])[N:10]2[CH3:18])[C:23]1[CH:28]=[CH:27][CH:26]=[CH:25][CH:24]=1)=[O:6])([CH3:1])[CH3:3]. The catalyst class is: 1. (2) Reactant: Cl.[F:2][C:3]1[CH:24]=[C:23]([NH:25][C:26]([NH:28][C:29](=[O:37])[CH2:30][C:31]2[CH:36]=[CH:35][CH:34]=[CH:33][CH:32]=2)=[S:27])[CH:22]=[CH:21][C:4]=1[O:5][C:6]1[C:15]2[C:10](=[CH:11][C:12]([O:19][CH3:20])=[C:13]([C:16](O)=[O:17])[CH:14]=2)[N:9]=[CH:8][CH:7]=1.[CH3:38][S:39]([CH2:42][CH2:43][NH2:44])(=[O:41])=[O:40].C(N(CC)CC)C. Product: [F:2][C:3]1[CH:24]=[C:23]([NH:25][C:26]([NH:28][C:29](=[O:37])[CH2:30][C:31]2[CH:32]=[CH:33][CH:34]=[CH:35][CH:36]=2)=[S:27])[CH:22]=[CH:21][C:4]=1[O:5][C:6]1[C:15]2[C:10](=[CH:11][C:12]([O:19][CH3:20])=[C:13]([C:16]([NH:44][CH2:43][CH2:42][S:39]([CH3:38])(=[O:41])=[O:40])=[O:17])[CH:14]=2)[N:9]=[CH:8][CH:7]=1. The catalyst class is: 8. (3) Reactant: Cl[C:2]1[N:7]=[C:6]([NH:8][C:9]2[NH:10][N:11]=[C:12]([CH:14]3[CH2:16][CH2:15]3)[CH:13]=2)[C:5]([C:17]2[CH:22]=[CH:21][CH:20]=[CH:19][CH:18]=2)=[CH:4][N:3]=1.C(OC([N:30]1[C:38]2[C:33](=[CH:34][CH:35]=[C:36]([NH2:39])[CH:37]=2)[C:32](=[O:40])[NH:31]1)=O)(C)(C)C. Product: [CH:14]1([C:12]2[CH:13]=[C:9]([NH:8][C:6]3[C:5]([C:17]4[CH:22]=[CH:21][CH:20]=[CH:19][CH:18]=4)=[CH:4][N:3]=[C:2]([NH:39][C:36]4[CH:37]=[C:38]5[C:33]([C:32](=[O:40])[NH:31][NH:30]5)=[CH:34][CH:35]=4)[N:7]=3)[NH:10][N:11]=2)[CH2:16][CH2:15]1. The catalyst class is: 51. (4) Reactant: O.C[CH2:3][CH2:4][CH:5]1[O:25][C@:24]2([C:26]([CH2:28][OH:29])=[O:27])[C@@H:7]([CH2:8][C@@H:9]3[C@:23]2([CH3:30])[CH2:22][C@H:21]([OH:31])[C@H:20]2[C@H:10]3[CH2:11][CH2:12][C:13]3[C@:19]2([CH3:32])[CH:18]=[CH:17][C:15](=[O:16])[CH:14]=3)[O:6]1. Product: [CH3:3][CH2:4][CH:5]1[O:25][C@:24]2([C:26]([CH2:28][OH:29])=[O:27])[C@@H:7]([CH2:8][C@@H:9]3[C@:23]2([CH3:30])[CH2:22][C@H:21]([OH:31])[C@H:20]2[C@H:10]3[CH2:11][CH2:12][C:13]3[C@:19]2([CH3:32])[CH:18]=[CH:17][C:15](=[O:16])[CH:14]=3)[O:6]1. The catalyst class is: 4. (5) Reactant: [CH3:1][C:2]([CH3:30])([CH2:7][O:8][C:9]1[CH:14]=[CH:13][C:12]([C:15]2[CH:20]=[CH:19][C:18]([C:21]3[NH:22][C:23]([C:26]([F:29])([F:28])[F:27])=[CH:24][N:25]=3)=[CH:17][N:16]=2)=[CH:11][CH:10]=1)[C:3]([O:5]C)=[O:4].[OH-].[Na+].C(O)(=O)C. Product: [CH3:1][C:2]([CH3:30])([CH2:7][O:8][C:9]1[CH:14]=[CH:13][C:12]([C:15]2[CH:20]=[CH:19][C:18]([C:21]3[NH:22][C:23]([C:26]([F:29])([F:27])[F:28])=[CH:24][N:25]=3)=[CH:17][N:16]=2)=[CH:11][CH:10]=1)[C:3]([OH:5])=[O:4]. The catalyst class is: 83. (6) Reactant: [CH3:1][C@H:2]1[CH2:7][O:6][CH2:5][CH2:4][N:3]1[C:8]1[CH:25]=[CH:24][C:11]2[CH2:12][N:13](C(OC(C)(C)C)=O)[CH2:14][CH2:15][O:16][C:10]=2[CH:9]=1.C(OCC)(=O)C.[ClH:32]. Product: [ClH:32].[ClH:32].[CH3:1][C@H:2]1[CH2:7][O:6][CH2:5][CH2:4][N:3]1[C:8]1[CH:25]=[CH:24][C:11]2[CH2:12][NH:13][CH2:14][CH2:15][O:16][C:10]=2[CH:9]=1. The catalyst class is: 13. (7) Reactant: CO[C:3]1[CH:8]=[CH:7][CH:6]=[CH:5][C:4]=1[CH:9]=[CH:10][C:11]([C:13]1[CH:18]=[CH:17][CH:16]=[CH:15][CH:14]=1)=[O:12].[C-]#N.[Na+].CS(C)=O.C(Cl)(Cl)Cl. Product: [C:4]1([CH:9]=[CH:10][C:11]([C:13]2[CH:18]=[CH:17][CH:16]=[CH:15][CH:14]=2)=[O:12])[CH:3]=[CH:8][CH:7]=[CH:6][CH:5]=1. The catalyst class is: 6.